Dataset: Peptide-MHC class II binding affinity with 134,281 pairs from IEDB. Task: Regression. Given a peptide amino acid sequence and an MHC pseudo amino acid sequence, predict their binding affinity value. This is MHC class II binding data. (1) The peptide sequence is TGSDGKTTWCSQTDY. The MHC is DRB1_1101 with pseudo-sequence DRB1_1101. The binding affinity (normalized) is 0.131. (2) The MHC is HLA-DQA10102-DQB10602 with pseudo-sequence HLA-DQA10102-DQB10602. The binding affinity (normalized) is 0.243. The peptide sequence is SGTVDFDEFMEMMTG.